From a dataset of Forward reaction prediction with 1.9M reactions from USPTO patents (1976-2016). Predict the product of the given reaction. (1) Given the reactants C([O:8][C@H:9]1[C@H:14]([O:15]CC2C=CC=CC=2)[C@@H:13]([O:23]CC2C=CC=CC=2)[C@H:12]([O:31]CC2C=CC=CC=2)[O:11][C@H:10]1[C:39]([O:41][C@@H:42]([CH3:55])[C:43](=[O:54])[NH:44][C@@H:45]([CH3:53])[CH2:46][C:47]1[CH:52]=[CH:51][CH:50]=[CH:49][CH:48]=1)=[O:40])C1C=CC=CC=1.O.C(O)=O, predict the reaction product. The product is: [OH:8][C@H:9]1[C@H:14]([OH:15])[C@@H:13]([OH:23])[CH:12]([OH:31])[O:11][C@H:10]1[C:39]([O:41][C@@H:42]([CH3:55])[C:43](=[O:54])[NH:44][C@@H:45]([CH3:53])[CH2:46][C:47]1[CH:52]=[CH:51][CH:50]=[CH:49][CH:48]=1)=[O:40]. (2) Given the reactants [C:1]([N:5]1[C:9]([C:10]2[CH:15]=[CH:14][CH:13]=[CH:12][CH:11]=2)=[CH:8][C:7]([CH2:16][CH2:17][CH:18]=O)=[N:6]1)([CH3:4])([CH3:3])[CH3:2].[Cl:20][C:21]1[CH:26]=[CH:25][C:24]([N:27]2[CH2:32][CH2:31][NH:30][CH2:29][CH2:28]2)=[CH:23][CH:22]=1.CCN(C(C)C)C(C)C.[BH-](OC(C)=O)(OC(C)=O)OC(C)=O.[Na+], predict the reaction product. The product is: [C:1]([N:5]1[C:9]([C:10]2[CH:15]=[CH:14][CH:13]=[CH:12][CH:11]=2)=[CH:8][C:7]([CH2:16][CH2:17][CH2:18][N:30]2[CH2:29][CH2:28][N:27]([C:24]3[CH:23]=[CH:22][C:21]([Cl:20])=[CH:26][CH:25]=3)[CH2:32][CH2:31]2)=[N:6]1)([CH3:4])([CH3:3])[CH3:2].